Dataset: Full USPTO retrosynthesis dataset with 1.9M reactions from patents (1976-2016). Task: Predict the reactants needed to synthesize the given product. Given the product [NH2:20][C:21]1[C:26]([C:27](=[O:30])[CH2:28][CH3:29])=[CH:25][CH:24]=[C:23]([NH:31][CH2:32][CH2:33][NH:34][C:2]2[C:7]3=[N:8][N:9]=[CH:10][N:6]3[N:5]=[C:4]([C:11]3[CH:16]=[CH:15][C:14]([Cl:17])=[CH:13][C:12]=3[Cl:18])[N:3]=2)[N:22]=1, predict the reactants needed to synthesize it. The reactants are: Cl[C:2]1[C:7]2=[N:8][N:9]=[CH:10][N:6]2[N:5]=[C:4]([C:11]2[CH:16]=[CH:15][C:14]([Cl:17])=[CH:13][C:12]=2[Cl:18])[N:3]=1.Cl.[NH2:20][C:21]1[C:26]([C:27](=[O:30])[CH2:28][CH3:29])=[CH:25][CH:24]=[C:23]([NH:31][CH2:32][CH2:33][NH2:34])[N:22]=1.C(N(CC)C(C)C)(C)C.